This data is from Full USPTO retrosynthesis dataset with 1.9M reactions from patents (1976-2016). The task is: Predict the reactants needed to synthesize the given product. Given the product [CH2:14]([O:20][C:21]1[CH:26]=[CH:25][N:24]=[C:23]([CH2:27][S:1][C:2]2[NH:6][C:5]3[CH:7]=[CH:8][CH:9]=[CH:10][C:4]=3[N:3]=2)[C:22]=1[CH3:29])[CH2:15][CH2:16][CH2:17][CH2:18][CH3:19], predict the reactants needed to synthesize it. The reactants are: [SH:1][C:2]1[NH:3][C:4]2[CH:10]=[CH:9][CH:8]=[CH:7][C:5]=2[N:6]=1.C[O-].[Na+].[CH2:14]([O:20][C:21]1[CH:26]=[CH:25][N:24]=[C:23]([CH2:27]Cl)[C:22]=1[CH3:29])[CH2:15][CH2:16][CH2:17][CH2:18][CH3:19].